This data is from TCR-epitope binding with 47,182 pairs between 192 epitopes and 23,139 TCRs. The task is: Binary Classification. Given a T-cell receptor sequence (or CDR3 region) and an epitope sequence, predict whether binding occurs between them. (1) The epitope is ISPRTLNAW. The TCR CDR3 sequence is CASRTDTGELFF. Result: 0 (the TCR does not bind to the epitope). (2) The epitope is AYAQKIFKI. The TCR CDR3 sequence is CASSQEGRETEAFF. Result: 0 (the TCR does not bind to the epitope). (3) The epitope is ISDYDYYRY. The TCR CDR3 sequence is CATSDSLQGYSNQPQHF. Result: 0 (the TCR does not bind to the epitope). (4) The epitope is FVDGVPFVV. The TCR CDR3 sequence is CASRSYLGELFF. Result: 1 (the TCR binds to the epitope).